This data is from Forward reaction prediction with 1.9M reactions from USPTO patents (1976-2016). The task is: Predict the product of the given reaction. (1) Given the reactants [CH2:1]([N:5]1[C:13]2[C:8](=[N:9][C:10]([Cl:15])=[N:11][C:12]=2Cl)[N:7]([CH3:16])[C:6]1=[O:17])[C:2]#[C:3][CH3:4].[C:18]([O:22][C:23](=[O:31])[NH:24][CH:25]1C[CH2:29][CH2:28][NH:27][CH2:26]1)([CH3:21])([CH3:20])[CH3:19].C([N:34](CC)CC)C.O, predict the reaction product. The product is: [C:18]([O:22][C:23](=[O:31])[NH:24][CH:25]1[NH:34][CH2:29][CH2:28][N:27]([C:12]2[N:11]=[C:10]([Cl:15])[N:9]=[C:8]3[C:13]=2[N:5]([CH2:1][C:2]#[C:3][CH3:4])[C:6](=[O:17])[N:7]3[CH3:16])[CH2:26]1)([CH3:21])([CH3:20])[CH3:19]. (2) Given the reactants [C:1]([N:5]1[C:10]2[CH:11]=[C:12]([Cl:15])[N:13]=[CH:14][C:9]=2[CH2:8][N:7]([C:16]2[CH:21]=[CH:20][C:19]([F:22])=[C:18]([N+:23]([O-])=O)[CH:17]=2)[C:6]1=[O:26])([CH3:4])([CH3:3])[CH3:2].Cl, predict the reaction product. The product is: [NH2:23][C:18]1[CH:17]=[C:16]([N:7]2[CH2:8][C:9]3[CH:14]=[N:13][C:12]([Cl:15])=[CH:11][C:10]=3[N:5]([C:1]([CH3:3])([CH3:2])[CH3:4])[C:6]2=[O:26])[CH:21]=[CH:20][C:19]=1[F:22].